Dataset: Peptide-MHC class I binding affinity with 185,985 pairs from IEDB/IMGT. Task: Regression. Given a peptide amino acid sequence and an MHC pseudo amino acid sequence, predict their binding affinity value. This is MHC class I binding data. (1) The peptide sequence is KSYEHQTPF. The binding affinity (normalized) is 0. The MHC is HLA-B40:01 with pseudo-sequence HLA-B40:01. (2) The peptide sequence is MLFDQGTLV. The MHC is HLA-A02:01 with pseudo-sequence HLA-A02:01. The binding affinity (normalized) is 0.855. (3) The peptide sequence is VVFGILIKR. The MHC is HLA-A03:01 with pseudo-sequence HLA-A03:01. The binding affinity (normalized) is 0.578. (4) The peptide sequence is IVTRIVELL. The MHC is Patr-B0101 with pseudo-sequence Patr-B0101. The binding affinity (normalized) is 0.